This data is from Catalyst prediction with 721,799 reactions and 888 catalyst types from USPTO. The task is: Predict which catalyst facilitates the given reaction. (1) Reactant: C(O[BH-](OC(=O)C)OC(=O)C)(=O)C.[Na+].[N+:15]([C:18]1[CH:23]=[CH:22][C:21]([C:24]2[CH2:30][CH:29]3[NH:31][CH:26]([CH2:27][CH2:28]3)[CH:25]=2)=[CH:20][CH:19]=1)([O-:17])=[O:16].[C:32]1(=O)[CH2:37][CH2:36][CH2:35][CH2:34][CH2:33]1.C([O-])(O)=O.[Na+]. Product: [CH:32]1([N:31]2[CH:29]3[CH2:28][CH2:27][CH:26]2[CH:25]=[C:24]([C:21]2[CH:20]=[CH:19][C:18]([N+:15]([O-:17])=[O:16])=[CH:23][CH:22]=2)[CH2:30]3)[CH2:37][CH2:36][CH2:35][CH2:34][CH2:33]1. The catalyst class is: 26. (2) Reactant: OCC(CO)O.B(O)(O)O.[CH:11]([CH:14]1[CH2:19][CH2:18][CH:17]([CH3:20])[CH2:16][CH:15]1[O:21][C:22](=[O:36])[CH:23]=[CH:24][C:25]([O:27][CH2:28][CH:29]1[CH2:33][O:32]C(C)(C)[O:30]1)=[O:26])([CH3:13])[CH3:12]. Product: [C:25]([O:27][CH2:28][CH:29]([OH:30])[CH2:33][OH:32])(=[O:26])/[CH:24]=[CH:23]/[C:22]([O:21][CH:15]1[CH2:16][CH:17]([CH3:20])[CH2:18][CH2:19][CH:14]1[CH:11]([CH3:12])[CH3:13])=[O:36]. The catalyst class is: 6. (3) Reactant: [CH3:1][N:2]1[CH:6]=[CH:5][CH:4]=[CH:3]1.[CH3:7][O:8][C:9]1[CH:17]=[CH:16][C:12]([C:13](Cl)=[O:14])=[CH:11][CH:10]=1. Product: [CH3:7][O:8][C:9]1[CH:17]=[CH:16][C:12]([C:13]([C:3]2[N:2]([CH3:1])[CH:6]=[CH:5][CH:4]=2)=[O:14])=[CH:11][CH:10]=1. The catalyst class is: 11. (4) Reactant: [N+:1]([CH3:4])([O-:3])=[O:2].[CH3:5][N:6]([CH3:19])[C:7]1[CH:8]=[C:9]([CH:12]=[C:13]([C:15]([F:18])([F:17])[F:16])[CH:14]=1)[CH:10]=O.C([O-])(=O)C.[NH4+]. Product: [CH3:5][N:6]([CH3:19])[C:7]1[CH:14]=[C:13]([C:15]([F:16])([F:17])[F:18])[CH:12]=[C:9]([CH:10]=[CH:4][N+:1]([O-:3])=[O:2])[CH:8]=1. The catalyst class is: 15. (5) Reactant: CS(O[CH:6]1[CH2:11][CH2:10][CH:9]([S:12]([C:15]2[CH:20]=[CH:19][CH:18]=[C:17]([C:21]([F:24])([F:23])[F:22])[CH:16]=2)(=[O:14])=[O:13])[CH2:8][CH2:7]1)(=O)=O.[NH:25]1[CH2:30][CH2:29][NH:28][CH2:27][C:26]1=[O:31]. Product: [F:22][C:21]([F:24])([F:23])[C:17]1[CH:16]=[C:15]([S:12]([CH:9]2[CH2:10][CH2:11][CH:6]([N:28]3[CH2:29][CH2:30][NH:25][C:26](=[O:31])[CH2:27]3)[CH2:7][CH2:8]2)(=[O:14])=[O:13])[CH:20]=[CH:19][CH:18]=1. The catalyst class is: 31. (6) Reactant: [BH4-].[Li+].[CH2:3]([O:7][C:8]1[CH:9]=[C:10]([CH:15]=[CH:16][C:17]=1[I:18])[C:11](OC)=[O:12])[CH2:4][CH2:5][CH3:6].Cl. Product: [CH2:3]([O:7][C:8]1[CH:9]=[C:10]([CH2:11][OH:12])[CH:15]=[CH:16][C:17]=1[I:18])[CH2:4][CH2:5][CH3:6]. The catalyst class is: 7. (7) The catalyst class is: 473. Product: [Cl:42][C:7]1[CH:6]=[N+:5]([O-:43])[CH:4]=[C:3]([Cl:2])[C:8]=1[CH2:9][C@@H:10]([C:27]1[CH:32]=[CH:31][C:30]([O:33][CH:34]([F:36])[F:35])=[C:29]([O:37][CH2:38][CH:39]2[CH2:40][CH2:41]2)[CH:28]=1)[O:11][C:12](=[O:26])[CH2:13][N:14]([CH2:15][C:16]1[CH:21]=[CH:20][C:19]([O:22][CH3:23])=[C:18]([O:24][CH3:25])[CH:17]=1)[S:45]([CH3:44])(=[O:47])=[O:46]. Reactant: Cl.[Cl:2][C:3]1[CH:4]=[N+:5]([O-:43])[CH:6]=[C:7]([Cl:42])[C:8]=1[CH2:9][C@@H:10]([C:27]1[CH:32]=[CH:31][C:30]([O:33][CH:34]([F:36])[F:35])=[C:29]([O:37][CH2:38][CH:39]2[CH2:41][CH2:40]2)[CH:28]=1)[O:11][C:12](=[O:26])[CH2:13][NH:14][CH2:15][C:16]1[CH:21]=[CH:20][C:19]([O:22][CH3:23])=[C:18]([O:24][CH3:25])[CH:17]=1.[CH3:44][S:45](Cl)(=[O:47])=[O:46].